This data is from Forward reaction prediction with 1.9M reactions from USPTO patents (1976-2016). The task is: Predict the product of the given reaction. (1) Given the reactants [CH2:1]([O:3][C:4]([C:6]1[CH:10]=[C:9]([CH3:11])[N:8]([C:12]2[CH:17]=[CH:16][C:15]([N+:18]([O-])=O)=[CH:14][CH:13]=2)[C:7]=1[C:21]1[CH:26]=[CH:25][CH:24]=[CH:23][CH:22]=1)=[O:5])[CH3:2], predict the reaction product. The product is: [CH2:1]([O:3][C:4]([C:6]1[CH:10]=[C:9]([CH3:11])[N:8]([C:12]2[CH:17]=[CH:16][C:15]([NH2:18])=[CH:14][CH:13]=2)[C:7]=1[C:21]1[CH:26]=[CH:25][CH:24]=[CH:23][CH:22]=1)=[O:5])[CH3:2]. (2) Given the reactants C([N:8]1[CH2:17][CH2:16][C:15]2[C:14]([NH:18][C:19]3[CH:24]=[CH:23][C:22]([C:25]([CH3:28])([CH3:27])[CH3:26])=[CH:21][CH:20]=3)=[N:13][C:12]([C:29]3[CH:34]=[CH:33][CH:32]=[CH:31][CH:30]=3)=[N:11][C:10]=2[CH2:9]1)C1C=CC=CC=1.C(O)(=O)C, predict the reaction product. The product is: [C:25]([C:22]1[CH:21]=[CH:20][C:19]([NH:18][C:14]2[C:15]3[CH2:16][CH2:17][NH:8][CH2:9][C:10]=3[N:11]=[C:12]([C:29]3[CH:30]=[CH:31][CH:32]=[CH:33][CH:34]=3)[N:13]=2)=[CH:24][CH:23]=1)([CH3:28])([CH3:26])[CH3:27]. (3) Given the reactants [CH3:1][C:2]([CH3:37])([CH3:36])[CH2:3][C:4]1[N:9]=[C:8]([CH2:10][O:11][C:12]2[N:17]=[CH:16][N:15]=[C:14](/[CH:18]=[CH:19]/[C:20]([O:22][CH2:23][CH3:24])=[O:21])[C:13]=2[O:25][CH3:26])[CH:7]=[CH:6][C:5]=1[C:27]1[CH:32]=[C:31]([O:33][CH3:34])[CH:30]=[CH:29][C:28]=1[F:35], predict the reaction product. The product is: [CH3:36][C:2]([CH3:1])([CH3:37])[CH2:3][C:4]1[N:9]=[C:8]([CH2:10][O:11][C:12]2[N:17]=[CH:16][N:15]=[C:14]([CH2:18][CH2:19][C:20]([O:22][CH2:23][CH3:24])=[O:21])[C:13]=2[O:25][CH3:26])[CH:7]=[CH:6][C:5]=1[C:27]1[CH:32]=[C:31]([O:33][CH3:34])[CH:30]=[CH:29][C:28]=1[F:35]. (4) Given the reactants C[O:2][C:3](=[O:33])[C@H:4]([O:6][C:7]1[CH:12]=[CH:11][C:10]([CH2:13][NH:14][C:15]([C:17]2[C:18]([O:23][C:24]3[CH:29]=[CH:28][CH:27]=[C:26]([C:30]#[N:31])[CH:25]=3)=[N:19][CH:20]=[CH:21][CH:22]=2)=[O:16])=[C:9]([F:32])[CH:8]=1)[CH3:5].COC(=O)COC1C=CC(CNC(C2C(OC3C=CC4OCOC=4C=3)=NC=CC=2)=O)=C(F)C=1, predict the reaction product. The product is: [F:32][C:9]1[CH:8]=[C:7]([CH:12]=[CH:11][C:10]=1[CH2:13][NH:14][C:15]([C:17]1[C:18]([O:23][C:24]2[CH:29]=[CH:28][CH:27]=[C:26]([C:30]#[N:31])[CH:25]=2)=[N:19][CH:20]=[CH:21][CH:22]=1)=[O:16])[O:6][C@H:4]([CH3:5])[C:3]([OH:33])=[O:2]. (5) The product is: [CH3:1][O:2][C:3]([C:4]1[N:16]=[C:17]([NH2:19])[S:18][C:5]=1[C:7]1[CH:12]=[CH:11][C:10]([F:13])=[CH:9][CH:8]=1)=[O:15]. Given the reactants [CH3:1][O:2][C:3](=[O:15])[C:4](=O)[CH:5]([C:7]1[CH:12]=[CH:11][C:10]([F:13])=[CH:9][CH:8]=1)Cl.[NH2:16][C:17]([NH2:19])=[S:18], predict the reaction product. (6) Given the reactants Cl[C:2]1[CH:12]=[CH:11][C:5]([C:6]([O:8]CC)=[O:7])=[CH:4][N:3]=1.[N:13]1[CH:18]=[CH:17][CH:16]=[C:15]([CH2:19][OH:20])[CH:14]=1, predict the reaction product. The product is: [N:13]1[CH:18]=[CH:17][CH:16]=[C:15]([CH2:19][O:20][C:2]2[CH:12]=[CH:11][C:5]([C:6]([OH:8])=[O:7])=[CH:4][N:3]=2)[CH:14]=1. (7) Given the reactants [CH:1](O)=[O:2].CC(OC(C)=O)=O.[NH2:11][CH:12]([C:18]#[N:19])[C:13]([O:15][CH2:16][CH3:17])=[O:14], predict the reaction product. The product is: [C:18]([CH:12]([NH:11][CH:1]=[O:2])[C:13]([O:15][CH2:16][CH3:17])=[O:14])#[N:19]. (8) Given the reactants CNCCN(C)C.[Li]CCCC.[CH:13](=[O:22])[C:14]1[CH:19]=[CH:18][CH:17]=[C:16]([O:20][CH3:21])[CH:15]=1.[Li]C1C=CC=CC=1.[Cl:30]C(Cl)(Cl)C(Cl)(Cl)Cl, predict the reaction product. The product is: [Cl:30][C:15]1[C:16]([O:20][CH3:21])=[CH:17][CH:18]=[CH:19][C:14]=1[CH:13]=[O:22]. (9) Given the reactants [CH3:1][N:2]1[C:6]([CH2:7][O:8][C:9]2[CH:14]=[CH:13][C:12]([C:15]([F:18])([F:17])[F:16])=[CH:11][CH:10]=2)=[C:5]([C:19]2[NH:23][N:22]=[C:21]([C:24]3[CH:25]=[C:26]([S:30]([NH2:33])(=[O:32])=[O:31])[CH:27]=[CH:28][CH:29]=3)[N:20]=2)[CH:4]=[N:3]1.[C:34](=O)([O-])[O-].[K+].[K+].CI, predict the reaction product. The product is: [CH3:34][N:23]1[C:19]([C:5]2[CH:4]=[N:3][N:2]([CH3:1])[C:6]=2[CH2:7][O:8][C:9]2[CH:14]=[CH:13][C:12]([C:15]([F:18])([F:16])[F:17])=[CH:11][CH:10]=2)=[N:20][C:21]([C:24]2[CH:25]=[C:26]([S:30]([NH2:33])(=[O:32])=[O:31])[CH:27]=[CH:28][CH:29]=2)=[N:22]1. (10) Given the reactants [CH3:1][O:2][C:3]1[CH:8]=[C:7]([N:9]2[CH2:14][CH2:13][O:12][CH2:11][CH2:10]2)[C:6]([N+:15]([O-])=O)=[CH:5][C:4]=1[NH:18][C:19]1[N:24]=[C:23]([N:25]2[CH:29]=[C:28]([CH:30]=O)[C:27]([CH3:32])=[N:26]2)[CH:22]=[CH:21][N:20]=1.Cl.[NH:34]1[CH2:37][CH:36]([OH:38])[CH2:35]1, predict the reaction product. The product is: [OH:38][CH:36]1[CH2:37][N:34]([CH2:30][C:28]2[C:27]([CH3:32])=[N:26][N:25]([C:23]3[CH:22]=[CH:21][N:20]=[C:19]([NH:18][C:4]4[C:3]([O:2][CH3:1])=[CH:8][C:7]([N:9]5[CH2:10][CH2:11][O:12][CH2:13][CH2:14]5)=[C:6]([NH:15][C:3](=[O:2])[CH:4]=[CH2:5])[CH:5]=4)[N:24]=3)[CH:29]=2)[CH2:35]1.